From a dataset of Peptide-MHC class I binding affinity with 185,985 pairs from IEDB/IMGT. Regression. Given a peptide amino acid sequence and an MHC pseudo amino acid sequence, predict their binding affinity value. This is MHC class I binding data. The peptide sequence is MDSNTVSSF. The MHC is HLA-B07:02 with pseudo-sequence HLA-B07:02. The binding affinity (normalized) is 0.